From a dataset of Peptide-MHC class II binding affinity with 134,281 pairs from IEDB. Regression. Given a peptide amino acid sequence and an MHC pseudo amino acid sequence, predict their binding affinity value. This is MHC class II binding data. (1) The binding affinity (normalized) is 0. The peptide sequence is VQDPKFWELVDEERK. The MHC is HLA-DQA10501-DQB10303 with pseudo-sequence HLA-DQA10501-DQB10303. (2) The peptide sequence is GTKGEAKDVIPEGWK. The MHC is DRB1_1201 with pseudo-sequence DRB1_1201. The binding affinity (normalized) is 0.159. (3) The peptide sequence is ATSLDTMAQMNQAFR. The MHC is HLA-DPA10103-DPB10401 with pseudo-sequence HLA-DPA10103-DPB10401. The binding affinity (normalized) is 0.0226. (4) The peptide sequence is MTEQQWNFAGIEAAA. The MHC is DRB3_0202 with pseudo-sequence DRB3_0202. The binding affinity (normalized) is 0.